From a dataset of Forward reaction prediction with 1.9M reactions from USPTO patents (1976-2016). Predict the product of the given reaction. (1) Given the reactants [Cl:1][C:2]1[CH:11]=[C:10]2[C:5]([CH2:6][CH2:7][N:8]([C:12]([O:14][C:15]([CH3:18])([CH3:17])[CH3:16])=[O:13])[CH2:9]2)=[CH:4][C:3]=1[N:19]1[CH2:23][CH2:22][C@H:21]([NH:24]C(OCC2C3C=CC=CC=3C3C2=CC=CC=3)=O)[C:20]1=[O:42].N1CCCCC1, predict the reaction product. The product is: [NH2:24][C@H:21]1[CH2:22][CH2:23][N:19]([C:3]2[CH:4]=[C:5]3[C:10](=[CH:11][C:2]=2[Cl:1])[CH2:9][N:8]([C:12]([O:14][C:15]([CH3:17])([CH3:16])[CH3:18])=[O:13])[CH2:7][CH2:6]3)[C:20]1=[O:42]. (2) Given the reactants Cl[C:2]1[N:11]=[C:10]([C:12]2[CH:13]=[C:14]([NH:18][C:19](=[O:21])[CH3:20])[CH:15]=[CH:16][CH:17]=2)[C:9]2[C:4](=[CH:5][C:6]([O:24][CH3:25])=[C:7]([O:22][CH3:23])[CH:8]=2)[N:3]=1.O1CCCC1.[CH3:31][NH2:32].[Cl-].[Na+], predict the reaction product. The product is: [CH3:23][O:22][C:7]1[CH:8]=[C:9]2[C:4](=[CH:5][C:6]=1[O:24][CH3:25])[N:3]=[C:2]([NH:32][CH3:31])[N:11]=[C:10]2[C:12]1[CH:13]=[C:14]([NH:18][C:19](=[O:21])[CH3:20])[CH:15]=[CH:16][CH:17]=1. (3) Given the reactants [CH3:1]I.[CH:3]([C@@H:16]1[N:21]2[CH2:22][C@H:23]([OH:25])[CH2:24][C@H:20]2[CH2:19][N:18]([C:26]([O:28][C:29]([CH3:32])([CH3:31])[CH3:30])=[O:27])[CH2:17]1)([C:10]1[CH:15]=[CH:14][CH:13]=[CH:12][CH:11]=1)[C:4]1[CH:9]=[CH:8][CH:7]=[CH:6][CH:5]=1.[OH-].[Na+].O, predict the reaction product. The product is: [CH:3]([C@@H:16]1[N:21]2[CH2:22][C@H:23]([O:25][CH3:1])[CH2:24][C@H:20]2[CH2:19][N:18]([C:26]([O:28][C:29]([CH3:32])([CH3:31])[CH3:30])=[O:27])[CH2:17]1)([C:10]1[CH:11]=[CH:12][CH:13]=[CH:14][CH:15]=1)[C:4]1[CH:9]=[CH:8][CH:7]=[CH:6][CH:5]=1. (4) Given the reactants [Cl:1][C:2]1[CH:7]=[CH:6][C:5]([C:8]2[C:14]3[CH:15]=[C:16]([O:19][CH3:20])[CH:17]=[CH:18][C:13]=3[N:12]3[C:21]([CH3:24])=[N:22][N:23]=[C:11]3[C@H:10]([CH2:25][C:26]([OH:28])=O)[N:9]=2)=[CH:4][CH:3]=1.CCN=C=NCCCN(C)C.C1C=CC2N(O)N=NC=2C=1.[NH2:50][CH2:51][CH2:52][O:53][CH2:54][CH2:55][O:56][CH2:57][CH2:58][O:59][CH2:60][CH2:61][O:62][CH2:63][CH2:64][O:65][CH2:66][CH2:67][O:68][CH2:69][CH2:70][NH:71][C:72](=[O:78])[O:73][C:74]([CH3:77])([CH3:76])[CH3:75], predict the reaction product. The product is: [Cl:1][C:2]1[CH:7]=[CH:6][C:5]([C:8]2[C:14]3[CH:15]=[C:16]([O:19][CH3:20])[CH:17]=[CH:18][C:13]=3[N:12]3[C:21]([CH3:24])=[N:22][N:23]=[C:11]3[C@H:10]([CH2:25][C:26](=[O:28])[NH:50][CH2:51][CH2:52][O:53][CH2:54][CH2:55][O:56][CH2:57][CH2:58][O:59][CH2:60][CH2:61][O:62][CH2:63][CH2:64][O:65][CH2:66][CH2:67][O:68][CH2:69][CH2:70][NH:71][C:72](=[O:78])[O:73][C:74]([CH3:76])([CH3:75])[CH3:77])[N:9]=2)=[CH:4][CH:3]=1. (5) Given the reactants Br[C:2]1[S:3][C:4]2[CH2:5][C:6]3[C:12]([C:13]4[CH:18]=[CH:17][C:16]([O:19][CH3:20])=[CH:15][CH:14]=4)=[N:11][N:10]([CH2:21][O:22][CH2:23][CH2:24][Si:25]([CH3:28])([CH3:27])[CH3:26])[C:7]=3[C:8]=2[CH:9]=1.[CH3:29][O:30][C:31]1[CH:32]=[C:33](B2OC(C)(C)C(C)(C)O2)[CH:34]=[CH:35][C:36]=1[O:37][CH3:38].C([O-])([O-])=O.[Na+].[Na+], predict the reaction product. The product is: [CH3:29][O:30][C:31]1[CH:32]=[C:33]([C:2]2[S:3][C:4]3[CH2:5][C:6]4[C:12]([C:13]5[CH:18]=[CH:17][C:16]([O:19][CH3:20])=[CH:15][CH:14]=5)=[N:11][N:10]([CH2:21][O:22][CH2:23][CH2:24][Si:25]([CH3:26])([CH3:28])[CH3:27])[C:7]=4[C:8]=3[CH:9]=2)[CH:34]=[CH:35][C:36]=1[O:37][CH3:38]. (6) Given the reactants [CH2:1]([C:8]([CH2:14][C:15]1[CH:20]=[CH:19][CH:18]=[CH:17][CH:16]=1)([CH2:11][O:12][CH3:13])[CH2:9][OH:10])[C:2]1[CH:7]=[CH:6][CH:5]=[CH:4][CH:3]=1.[CH3:21][Si:22](Cl)([CH3:24])[CH3:23], predict the reaction product. The product is: [CH2:14]([C:8]([CH2:1][C:2]1[CH:3]=[CH:4][CH:5]=[CH:6][CH:7]=1)([CH2:9][O:10][Si:22]([CH3:24])([CH3:23])[CH3:21])[CH2:11][O:12][CH3:13])[C:15]1[CH:20]=[CH:19][CH:18]=[CH:17][CH:16]=1. (7) Given the reactants [Cl:1][C:2]1[C:7]([C:8](O)=[O:9])=[CH:6][N:5]=[C:4]([Cl:11])[CH:3]=1.C(Cl)(=O)C(Cl)=O.C[N:19](C=O)C, predict the reaction product. The product is: [Cl:1][C:2]1[C:7]([C:8]([NH2:19])=[O:9])=[CH:6][N:5]=[C:4]([Cl:11])[CH:3]=1. (8) Given the reactants C([O:3][C:4]([C:6]1[C:7]([C:12]2[CH:17]=[CH:16][C:15]([CH3:18])=[CH:14][CH:13]=2)=[N:8][O:9][C:10]=1[CH3:11])=O)C.C(OC(C1C(C2C=C(C)C=CC=2)=NOC=1C)=O)C, predict the reaction product. The product is: [CH3:11][C:10]1[O:9][N:8]=[C:7]([C:12]2[CH:17]=[CH:16][C:15]([CH3:18])=[CH:14][CH:13]=2)[C:6]=1[CH2:4][OH:3]. (9) Given the reactants Br[C:2]1[CH:3]=[C:4]([CH:30]=[CH:31][CH:32]=1)[CH2:5][N:6]1[C:10]([CH3:11])=[CH:9][C:8]([C:12]2[O:16][N:15]=[C:14]([C:17]3[CH:22]=[CH:21][C:20]([C:23]([CH3:29])([CH3:28])[C:24]([F:27])([F:26])[F:25])=[CH:19][CH:18]=3)[N:13]=2)=[N:7]1.[C:33]([CH:35]1[CH2:40][CH2:39][NH:38][CH2:37][CH2:36]1)#[N:34], predict the reaction product. The product is: [CH3:11][C:10]1[N:6]([CH2:5][C:4]2[CH:3]=[C:2]([N:38]3[CH2:39][CH2:40][CH:35]([C:33]#[N:34])[CH2:36][CH2:37]3)[CH:32]=[CH:31][CH:30]=2)[N:7]=[C:8]([C:12]2[O:16][N:15]=[C:14]([C:17]3[CH:22]=[CH:21][C:20]([C:23]([CH3:29])([CH3:28])[C:24]([F:27])([F:26])[F:25])=[CH:19][CH:18]=3)[N:13]=2)[CH:9]=1.